Dataset: Catalyst prediction with 721,799 reactions and 888 catalyst types from USPTO. Task: Predict which catalyst facilitates the given reaction. (1) Product: [I:1][C:2]1[C:10]2[C:5](=[N:6][CH:7]=[N:8][C:9]=2[NH:11][CH2:31][CH2:32][C:33]([NH2:35])=[O:34])[N:4]([C@H:12]2[CH2:13][CH2:14][C@H:15]([N:18]3[CH2:23][CH2:22][O:21][CH2:20][CH2:19]3)[CH2:16][CH2:17]2)[N:3]=1. The catalyst class is: 9. Reactant: [I:1][C:2]1[C:10]2[C:5](=[N:6][CH:7]=[N:8][C:9]=2[NH2:11])[N:4]([C@H:12]2[CH2:17][CH2:16][C@H:15]([N:18]3[CH2:23][CH2:22][O:21][CH2:20][CH2:19]3)[CH2:14][CH2:13]2)[N:3]=1.C(=O)([O-])[O-].[Cs+].[Cs+].Cl[CH2:31][CH2:32][C:33]([NH2:35])=[O:34]. (2) Reactant: [OH:1][C@H:2]([C:27]1[C:35]2[S:34][C:33](=[O:36])[NH:32][C:31]=2[C:30]([OH:37])=[CH:29][CH:28]=1)[CH2:3][NH:4][CH2:5][CH2:6][S:7][CH2:8][CH2:9][CH2:10][N:11]([CH2:19][CH2:20][C:21]1[CH:26]=[CH:25][CH:24]=[CH:23][CH:22]=1)C(=O)OC(C)(C)C.[ClH:38]. Product: [ClH:38].[OH:37][C:30]1[C:31]2[NH:32][C:33](=[O:36])[S:34][C:35]=2[C:27]([C@@H:2]([OH:1])[CH2:3][NH:4][CH2:5][CH2:6][S:7][CH2:8][CH2:9][CH2:10][NH:11][CH2:19][CH2:20][C:21]2[CH:22]=[CH:23][CH:24]=[CH:25][CH:26]=2)=[CH:28][CH:29]=1. The catalyst class is: 71. (3) Reactant: [O:1]=[C:2]1[C:6]2([CH2:11][CH2:10][NH:9][CH2:8][CH2:7]2)[N:5]([C:12]2[CH:17]=[CH:16][CH:15]=[CH:14][CH:13]=2)[CH2:4][N:3]1[CH2:18][C:19]1[CH:20]=[C:21]([CH:29]=[CH:30][CH:31]=1)[C:22]([O:24][C:25]([CH3:28])([CH3:27])[CH3:26])=[O:23].C(=O)([O-])[O-].[K+].[K+].[I-].[Na+].Cl[CH2:41][CH2:42][CH2:43][C:44]1[C:52]2[C:47](=[CH:48][CH:49]=[CH:50][CH:51]=2)[NH:46][N:45]=1. Product: [NH:46]1[C:47]2[C:52](=[CH:51][CH:50]=[CH:49][CH:48]=2)[C:44]([CH2:43][CH2:42][CH2:41][N:9]2[CH2:10][CH2:11][C:6]3([N:5]([C:12]4[CH:13]=[CH:14][CH:15]=[CH:16][CH:17]=4)[CH2:4][N:3]([CH2:18][C:19]4[CH:20]=[C:21]([CH:29]=[CH:30][CH:31]=4)[C:22]([O:24][C:25]([CH3:28])([CH3:26])[CH3:27])=[O:23])[C:2]3=[O:1])[CH2:7][CH2:8]2)=[N:45]1. The catalyst class is: 131. (4) Reactant: [Cl:1][C:2]1[C:3](OS(C(F)(F)F)(=O)=O)=[C:4]([CH:10]=[C:11]([CH2:17][C:18]2[CH:23]=[CH:22][C:21]([N:24]3[CH:28]=[CH:27][CH:26]=[N:25]3)=[CH:20][CH:19]=2)[C:12]=1[C:13]([F:16])([F:15])[F:14])[C:5]([O:7][CH2:8][CH3:9])=[O:6].O.[CH:38]([B-](F)(F)F)=[CH2:39].[K+].C(=O)([O-])[O-].[Cs+].[Cs+]. Product: [Cl:1][C:2]1[C:3]([CH:38]=[CH2:39])=[C:4]([CH:10]=[C:11]([CH2:17][C:18]2[CH:23]=[CH:22][C:21]([N:24]3[CH:28]=[CH:27][CH:26]=[N:25]3)=[CH:20][CH:19]=2)[C:12]=1[C:13]([F:15])([F:14])[F:16])[C:5]([O:7][CH2:8][CH3:9])=[O:6]. The catalyst class is: 176. (5) Reactant: [CH3:1][C:2]1[CH:6]=[C:5]([CH2:7][OH:8])[O:4][N:3]=1.C(N(CC)CC)C.[CH3:16][S:17](Cl)(=[O:19])=[O:18]. Product: [CH3:16][S:17]([O:8][CH2:7][C:5]1[O:4][N:3]=[C:2]([CH3:1])[CH:6]=1)(=[O:19])=[O:18]. The catalyst class is: 4.